From a dataset of Reaction yield outcomes from USPTO patents with 853,638 reactions. Predict the reaction yield, written as a fraction of the theoretical maximum amount of product (1.0 means a 100% yield; for example, 0.34 means a 34% yield). The reactants are [CH3:1][O:2][C:3](=[O:14])[CH2:4][CH2:5][CH2:6][CH2:7][CH2:8][CH2:9][CH2:10][C:11](O)=[O:12]. The catalyst is C1COCC1. The product is [OH:12][CH2:11][CH2:10][CH2:9][CH2:8][CH2:7][CH2:6][CH2:5][CH2:4][C:3]([O:2][CH3:1])=[O:14]. The yield is 0.990.